This data is from Full USPTO retrosynthesis dataset with 1.9M reactions from patents (1976-2016). The task is: Predict the reactants needed to synthesize the given product. (1) Given the product [CH2:1]([S:5]([N:13]1[CH2:18][CH2:17][CH:16]([NH:19][C:20]([NH:22][C:23]2[CH:28]=[CH:27][C:26]([C:29]([F:30])([F:31])[F:32])=[CH:25][CH:24]=2)=[O:21])[CH2:15][CH2:14]1)(=[O:7])=[O:6])[CH2:2][CH2:3][CH3:4], predict the reactants needed to synthesize it. The reactants are: [CH2:1]([S:5](Cl)(=[O:7])=[O:6])[CH2:2][CH2:3][CH3:4].CS([N:13]1[CH2:18][CH2:17][CH:16]([NH:19][C:20]([NH:22][C:23]2[CH:28]=[CH:27][C:26]([C:29]([F:32])([F:31])[F:30])=[CH:25][CH:24]=2)=[O:21])[CH2:15][CH2:14]1)(=O)=O. (2) The reactants are: [C:1]([NH:4][C:5]1[N:9]([C:10]2[CH:15]=[C:14]([S:16][CH2:17][C:18]([F:21])([F:20])[F:19])[C:13]([CH3:22])=[CH:12][C:11]=2[F:23])[N:8]=[C:7]([O:24][CH2:25][C:26]([F:38])([F:37])[C:27]([F:36])([F:35])[C:28]([F:34])([F:33])[C:29]([F:32])([F:31])[F:30])[CH:6]=1)(=[O:3])[CH3:2].ClC1C=CC=C(C(OO)=[O:47])C=1. Given the product [C:1]([NH:4][C:5]1[N:9]([C:10]2[CH:15]=[C:14]([S:16]([CH2:17][C:18]([F:21])([F:20])[F:19])=[O:47])[C:13]([CH3:22])=[CH:12][C:11]=2[F:23])[N:8]=[C:7]([O:24][CH2:25][C:26]([F:37])([F:38])[C:27]([F:35])([F:36])[C:28]([F:34])([F:33])[C:29]([F:30])([F:31])[F:32])[CH:6]=1)(=[O:3])[CH3:2], predict the reactants needed to synthesize it. (3) Given the product [C:1]1([S:7]([C:10]2[CH:11]=[C:12]3[C:17](=[CH:18][CH:19]=2)[CH:16]([CH2:20][CH2:21][N:27]2[CH:31]=[CH:30][N:29]=[CH:28]2)[CH2:15][CH2:14][CH2:13]3)(=[O:9])=[O:8])[CH:6]=[CH:5][CH:4]=[CH:3][CH:2]=1, predict the reactants needed to synthesize it. The reactants are: [C:1]1([S:7]([C:10]2[CH:11]=[C:12]3[C:17](=[CH:18][CH:19]=2)[CH:16]([CH2:20][CH2:21]OS(C)(=O)=O)[CH2:15][CH2:14][CH2:13]3)(=[O:9])=[O:8])[CH:6]=[CH:5][CH:4]=[CH:3][CH:2]=1.[NH:27]1[CH:31]=[CH:30][N:29]=[CH:28]1.C(=O)([O-])[O-].[K+].[K+].[I-].[K+]. (4) The reactants are: Br[C:2]1[C:11]2[C:6](=[CH:7][CH:8]=[C:9]([C:12]([OH:14])=[O:13])[CH:10]=2)[CH:5]=[N:4][CH:3]=1.[Cl:15][C:16]1[CH:21]=[CH:20][C:19](B(O)O)=[CH:18][CH:17]=1.C(=O)([O-])[O-].[Cs+].[Cs+]. Given the product [Cl:15][C:16]1[CH:21]=[CH:20][C:19]([C:2]2[C:11]3[C:6](=[CH:7][CH:8]=[C:9]([C:12]([OH:14])=[O:13])[CH:10]=3)[CH:5]=[N:4][CH:3]=2)=[CH:18][CH:17]=1, predict the reactants needed to synthesize it. (5) The reactants are: [N+:1]([C:4]1[CH:5]=[N:6][CH:7]=[CH:8][C:9]=1[C:10]1[CH2:15][CH2:14][CH2:13][CH:12]([N:16]2[C:24](=[O:25])[C:23]3[C:18](=[CH:19][CH:20]=[CH:21][CH:22]=3)[C:17]2=[O:26])[CH:11]=1)([O-])=O. Given the product [NH2:1][C:4]1[CH:5]=[N:6][CH:7]=[CH:8][C:9]=1[C:10]1[CH2:15][CH2:14][CH2:13][CH:12]([N:16]2[C:17](=[O:26])[C:18]3[C:23](=[CH:22][CH:21]=[CH:20][CH:19]=3)[C:24]2=[O:25])[CH:11]=1, predict the reactants needed to synthesize it. (6) Given the product [CH:14]1([C@@:11]([OH:13])([CH3:12])[CH2:10][NH:9][C:7](=[O:8])[C:6]2[CH:17]=[C:2]([C:32]3[CH:31]=[CH:30][C:29]([Cl:28])=[C:34]([Cl:35])[CH:33]=3)[C:3]([O:22][CH2:23][C:24]([F:27])([F:26])[F:25])=[N:4][C:5]=2[C:18]([F:21])([F:20])[F:19])[CH2:16][CH2:15]1, predict the reactants needed to synthesize it. The reactants are: Br[C:2]1[C:3]([O:22][CH2:23][C:24]([F:27])([F:26])[F:25])=[N:4][C:5]([C:18]([F:21])([F:20])[F:19])=[C:6]([CH:17]=1)[C:7]([NH:9][CH2:10][C@:11]([CH:14]1[CH2:16][CH2:15]1)([OH:13])[CH3:12])=[O:8].[Cl:28][C:29]1[CH:30]=[C:31](B(O)O)[CH:32]=[CH:33][C:34]=1[Cl:35]. (7) Given the product [CH2:1]([O:3][C:4]1[N:8]([C:9]2[C:17]3[O:16][CH2:15][C@@H:14]([NH:18][C:19]4[CH:32]=[CH:31][C:22]5[C@H:23]([CH2:26][C:27]([OH:29])=[O:28])[CH2:24][O:25][C:21]=5[CH:20]=4)[C:13]=3[CH:12]=[CH:11][CH:10]=2)[C:7]2[CH:39]=[C:40]([F:44])[CH:41]=[C:42]([F:43])[C:6]=2[N:5]=1)[CH3:2], predict the reactants needed to synthesize it. The reactants are: [CH2:1]([O:3][C:4]1[N:8]([C:9]2[C:17]3[O:16][CH2:15][C@@H:14]([N:18](C(=O)C(F)(F)F)[C:19]4[CH:32]=[CH:31][C:22]5[C@H:23]([CH2:26][C:27]([O:29]C)=[O:28])[CH2:24][O:25][C:21]=5[CH:20]=4)[C:13]=3[CH:12]=[CH:11][CH:10]=2)[C:7]2[CH:39]=[C:40]([F:44])[CH:41]=[C:42]([F:43])[C:6]=2[N:5]=1)[CH3:2].[OH-].[Na+].Cl.